Task: Predict the product of the given reaction.. Dataset: Forward reaction prediction with 1.9M reactions from USPTO patents (1976-2016) (1) Given the reactants Cl[S:2]([C:5]1[CH:6]=[C:7]([CH:12]=[CH:13][C:14]=1[O:15][CH:16]1[CH2:18][CH2:17]1)[C:8]([O:10][CH3:11])=[O:9])(=[O:4])=[O:3].[O:19]1[CH2:25][CH:24]([OH:26])[CH2:23][NH:22][CH2:21][CH2:20]1, predict the reaction product. The product is: [CH:16]1([O:15][C:14]2[CH:13]=[CH:12][C:7]([C:8]([O:10][CH3:11])=[O:9])=[CH:6][C:5]=2[S:2]([N:22]2[CH2:23][CH:24]([OH:26])[CH2:25][O:19][CH2:20][CH2:21]2)(=[O:4])=[O:3])[CH2:18][CH2:17]1. (2) Given the reactants C(N(S(F)(F)[F:7])CC)C.O[C:11]1([CH3:27])[CH2:15][O:14][CH2:13][CH:12]1[NH:16][C:17](=[O:26])[O:18][CH2:19][C:20]1[CH:25]=[CH:24][CH:23]=[CH:22][CH:21]=1, predict the reaction product. The product is: [F:7][C:11]1([CH3:27])[CH2:15][O:14][CH2:13][CH:12]1[NH:16][C:17](=[O:26])[O:18][CH2:19][C:20]1[CH:25]=[CH:24][CH:23]=[CH:22][CH:21]=1.